From a dataset of Forward reaction prediction with 1.9M reactions from USPTO patents (1976-2016). Predict the product of the given reaction. (1) Given the reactants C[O:2][C:3](=[O:11])[C:4]1[CH:9]=[C:8](Cl)[CH:7]=[CH:6][N:5]=1.[IH:12].[PH2](O)=O.[OH-].[Na+], predict the reaction product. The product is: [I:12][CH:8]1[CH2:7][CH2:6][NH:5][CH:4]([C:3]([OH:2])=[O:11])[CH2:9]1. (2) Given the reactants Cl[C:2]1[N:6]2[CH:7]=[C:8]([F:11])[CH:9]=[CH:10][C:5]2=[N:4][N:3]=1.[NH:12]1[CH2:18][CH2:17][CH2:16][C@H:13]1[CH2:14][OH:15].N, predict the reaction product. The product is: [F:11][C:8]1[CH:9]=[CH:10][C:5]2[N:6]([C:2]([N:12]3[CH2:18][CH2:17][CH2:16][C@H:13]3[CH2:14][OH:15])=[N:3][N:4]=2)[CH:7]=1. (3) Given the reactants [BH4-].[Na+].[C:3]([C:5]1[CH:33]=[CH:32][C:8]([CH2:9][O:10][C:11]2[C:20]3[CH2:19][O:18]C(=O)[N:16]([CH2:22][C:23]4[CH:30]=[CH:29][C:26]([C:27]#[N:28])=[CH:25][CH:24]=4)[C:15]=3[CH:14]=[N:13][C:12]=2[CH3:31])=[CH:7][CH:6]=1)#[N:4], predict the reaction product. The product is: [OH:18][CH2:19][C:20]1[C:11]([O:10][CH2:9][C:8]2[CH:7]=[CH:6][C:5]([C:3]#[N:4])=[CH:33][CH:32]=2)=[C:12]([CH3:31])[N:13]=[CH:14][C:15]=1[NH:16][CH2:22][C:23]1[CH:24]=[CH:25][C:26]([C:27]#[N:28])=[CH:29][CH:30]=1. (4) Given the reactants OC(C(F)(F)F)=O.[NH:8]1[CH2:11][CH:10]([C:12]2[CH:33]=[CH:32][C:15]3[C:16]4[N:17]=[C:18]([C:24]5[N:25]([CH:29]([CH3:31])[CH3:30])[N:26]=[CH:27][N:28]=5)[S:19][C:20]=4[CH2:21][CH2:22][O:23][C:14]=3[CH:13]=2)[CH2:9]1.C(=O)([O-])[O-].[K+].[K+].Br[CH2:41][C:42]([NH2:44])=[O:43], predict the reaction product. The product is: [CH:29]([N:25]1[C:24]([C:18]2[S:19][C:20]3[CH2:21][CH2:22][O:23][C:14]4[CH:13]=[C:12]([CH:10]5[CH2:11][N:8]([CH2:41][C:42]([NH2:44])=[O:43])[CH2:9]5)[CH:33]=[CH:32][C:15]=4[C:16]=3[N:17]=2)=[N:28][CH:27]=[N:26]1)([CH3:31])[CH3:30]. (5) Given the reactants [NH2:1][CH:2]([C:10]1[C:11]([O:18][CH3:19])=[N:12][CH:13]=[CH:14][C:15]=1[O:16][CH3:17])[CH2:3][CH:4]([CH3:9])[C:5]([O:7]C)=O.[CH3:20][C:21]1[S:25][C:24]([C:26]2[CH:27]=[C:28]([CH:31]=[CH:32][CH:33]=2)[CH:29]=O)=[N:23][CH:22]=1, predict the reaction product. The product is: [CH3:19][O:18][C:11]1[C:10]([CH:2]2[N:1]([CH2:29][C:28]3[CH:31]=[CH:32][CH:33]=[C:26]([C:24]4[S:25][C:21]([CH3:20])=[CH:22][N:23]=4)[CH:27]=3)[C:5](=[O:7])[CH:4]([CH3:9])[CH2:3]2)=[C:15]([O:16][CH3:17])[CH:14]=[CH:13][N:12]=1. (6) The product is: [C:1]([O:5][C:6](=[O:7])[NH:8][CH2:9][C:10]1[CH:18]=[CH:17][CH:16]=[C:12]([CH2:13][OH:14])[CH:11]=1)([CH3:4])([CH3:2])[CH3:3]. Given the reactants [C:1]([O:5][C:6]([NH:8][CH2:9][C:10]1[CH:11]=[C:12]([CH:16]=[CH:17][CH:18]=1)[C:13](O)=[O:14])=[O:7])([CH3:4])([CH3:3])[CH3:2].CSC.B, predict the reaction product. (7) Given the reactants Cl.[CH:2]1([CH2:5][O:6][C:7]2[CH:12]=[CH:11][C:10]([F:13])=[CH:9][C:8]=2[C:14]2[CH:19]=[CH:18][N:17]=[C:16]3[C:20]([C:24]([NH:26][CH:27]4[CH2:32][CH2:31][NH:30][CH2:29][CH2:28]4)=[O:25])=[C:21]([CH3:23])[NH:22][C:15]=23)[CH2:4][CH2:3]1.[CH3:33][O:34][CH2:35][C:36](Cl)=[O:37], predict the reaction product. The product is: [CH:2]1([CH2:5][O:6][C:7]2[CH:12]=[CH:11][C:10]([F:13])=[CH:9][C:8]=2[C:14]2[CH:19]=[CH:18][N:17]=[C:16]3[C:20]([C:24]([NH:26][CH:27]4[CH2:28][CH2:29][N:30]([C:36](=[O:37])[CH2:35][O:34][CH3:33])[CH2:31][CH2:32]4)=[O:25])=[C:21]([CH3:23])[NH:22][C:15]=23)[CH2:4][CH2:3]1. (8) Given the reactants BrC1N=C2N(CCN3CCCC3=O)C(=O)NC2=NC=1.[NH:20]1[CH:24]=[N:23][C:22]([C:25]2[CH:30]=[CH:29][C:28]([C:31]3[N:36]=[C:35]4[N:37]([CH2:41][CH2:42][N:43]5[CH2:47][CH2:46][CH2:45][C:44]5=[O:48])[C:38](=[O:40])[NH:39][C:34]4=[N:33][CH:32]=3)=[CH:27][CH:26]=2)=[N:21]1.Cl.N1C(C2C=CC(B(O)O)=CC=2)=NC=N1.C(=O)([O-])[O-].[Na+].[Na+], predict the reaction product. The product is: [NH:20]1[CH:24]=[N:23][C:22]([C:25]2[CH:30]=[CH:29][C:28]([C:31]3[N:36]=[C:35]4[N:37]([CH2:41][CH2:42][N:43]5[CH2:47][CH2:46][CH2:45][C:44]5=[O:48])[C:38](=[O:40])[NH:39][C:34]4=[N:33][CH:32]=3)=[CH:27][CH:26]=2)=[N:21]1.